From a dataset of Reaction yield outcomes from USPTO patents with 853,638 reactions. Predict the reaction yield, written as a fraction of the theoretical maximum amount of product (1.0 means a 100% yield; for example, 0.34 means a 34% yield). The yield is 0.225. The catalyst is CN(C)C=O.O1CCCC1.O. The product is [F:29][C:25]1[C:24]([CH3:30])=[C:23]([CH2:22][N:3]2[C:4]3[CH:10]=[C:9]([N:11]4[CH2:12][CH2:13][O:14][CH2:15][CH2:16]4)[CH:8]=[C:7]([C:17]([OH:19])=[O:18])[C:5]=3[N:6]=[C:2]2[CH3:1])[CH:28]=[CH:27][CH:26]=1. The reactants are [CH3:1][C:2]1[NH:6][C:5]2[C:7]([C:17]([O:19]C)=[O:18])=[CH:8][C:9]([N:11]3[CH2:16][CH2:15][O:14][CH2:13][CH2:12]3)=[CH:10][C:4]=2[N:3]=1.Br[CH2:22][C:23]1[CH:28]=[CH:27][CH:26]=[C:25]([F:29])[C:24]=1[CH3:30].C(=O)([O-])[O-].[K+].[K+].[OH-].[Li+].